This data is from Peptide-MHC class I binding affinity with 185,985 pairs from IEDB/IMGT. The task is: Regression. Given a peptide amino acid sequence and an MHC pseudo amino acid sequence, predict their binding affinity value. This is MHC class I binding data. (1) The peptide sequence is ILSYIYSEIK. The MHC is HLA-A11:01 with pseudo-sequence HLA-A11:01. The binding affinity (normalized) is 0.618. (2) The peptide sequence is AENLWVTKY. The MHC is Mamu-A11 with pseudo-sequence Mamu-A11. The binding affinity (normalized) is 0.373. (3) The peptide sequence is GSTNLKSLY. The MHC is Mamu-A02 with pseudo-sequence Mamu-A02. The binding affinity (normalized) is 0.992. (4) The peptide sequence is HLADQLIHQ. The MHC is HLA-A69:01 with pseudo-sequence HLA-A69:01. The binding affinity (normalized) is 0.0847. (5) The peptide sequence is DEISLLLAS. The MHC is HLA-A23:01 with pseudo-sequence HLA-A23:01. The binding affinity (normalized) is 0.0847.